Dataset: Catalyst prediction with 721,799 reactions and 888 catalyst types from USPTO. Task: Predict which catalyst facilitates the given reaction. Reactant: [C:1]([OH:8])(=[O:7])/[CH:2]=[CH:3]/[C:4]([OH:6])=[O:5].[Cl:9][C:10]1[CH:15]=[CH:14][CH:13]=[CH:12][C:11]=1[CH2:16][CH2:17][NH:18][CH2:19][CH2:20][CH2:21][S:22][CH2:23][CH2:24][NH:25][CH2:26][C@@H:27]([C:29]1[C:37]2[S:36][C:35](=[O:38])[NH:34][C:33]=2[C:32]([OH:39])=[CH:31][CH:30]=1)[OH:28]. Product: [C:1]([OH:8])(=[O:7])/[CH:2]=[CH:3]/[C:4]([OH:6])=[O:5].[Cl:9][C:10]1[CH:15]=[CH:14][CH:13]=[CH:12][C:11]=1[CH2:16][CH2:17][NH:18][CH2:19][CH2:20][CH2:21][S:22][CH2:23][CH2:24][NH:25][CH2:26][C@@H:27]([C:29]1[C:37]2[S:36][C:35](=[O:38])[NH:34][C:33]=2[C:32]([OH:39])=[CH:31][CH:30]=1)[OH:28]. The catalyst class is: 5.